This data is from Forward reaction prediction with 1.9M reactions from USPTO patents (1976-2016). The task is: Predict the product of the given reaction. (1) Given the reactants [NH:1]1[C:9]2[CH2:8][CH2:7][CH2:6][CH2:5][C:4]=2[CH:3]=[C:2]1[CH:10]=O.[F:12][C:13]1[CH:14]=[C:15]([C:19]2[CH:27]=[CH:26][CH:25]=[C:24]3[C:20]=2[CH2:21][C:22](=[O:28])[NH:23]3)[CH:16]=[CH:17][CH:18]=1.[CH2:29](O)[CH3:30], predict the reaction product. The product is: [F:12][C:13]1[CH:14]=[C:15]([C:19]2[CH:27]=[CH:26][CH:25]=[C:24]3[C:20]=2/[C:21](=[CH:10]/[C:2]2[NH:1][C:9]4[CH2:8][CH2:7][CH2:6][CH:5]([CH2:3][CH2:2][N:1]5[CH2:30][CH2:29][CH2:4][CH2:9]5)[C:4]=4[CH:3]=2)/[C:22](=[O:28])[NH:23]3)[CH:16]=[CH:17][CH:18]=1. (2) Given the reactants [N+](=[C:3]1[C:11]2[C:6](=[CH:7][CH:8]=[C:9]([F:12])[CH:10]=2)[NH:5][C:4]1=[O:13])=[N-].[I:14][C:15]1[CH:20]=[CH:19][C:18]([C:21]([CH:23]([CH3:25])[CH3:24])=[CH2:22])=[CH:17][CH:16]=1, predict the reaction product. The product is: [F:12][C:9]1[CH:10]=[C:11]2[C:6](=[CH:7][CH:8]=1)[NH:5][C:4](=[O:13])[C@:3]12[CH2:22][C@:21]1([C:18]1[CH:17]=[CH:16][C:15]([I:14])=[CH:20][CH:19]=1)[CH:23]([CH3:25])[CH3:24]. (3) Given the reactants [I:1][C:2]1[CH:3]=[C:4]([CH2:8][C:9](O)=[O:10])[CH:5]=[CH:6][CH:7]=1.[Li], predict the reaction product. The product is: [I:1][C:2]1[CH:3]=[C:4]([CH2:8][CH2:9][OH:10])[CH:5]=[CH:6][CH:7]=1. (4) Given the reactants [C:1]([C:4]1[CH:13]=[C:12]([C:14]([O:16][CH3:17])=[O:15])[C:11]2[C:6](=[CH:7][CH:8]=[CH:9][CH:10]=2)[N:5]=1)([OH:3])=O.[CH2:18]([O:20][C:21]([N:23]1[CH2:28][CH2:27][N:26]([C:29]([CH:31]([NH2:41])[CH2:32][CH2:33][C:34]([O:36][C:37]([CH3:40])([CH3:39])[CH3:38])=[O:35])=[O:30])[CH2:25][CH2:24]1)=[O:22])[CH3:19].CCN=C=NCCCN(C)C.Cl.C1C=CC2N(O)N=NC=2C=1, predict the reaction product. The product is: [CH2:18]([O:20][C:21]([N:23]1[CH2:24][CH2:25][N:26]([C:29]([CH:31]([NH:41][C:1]([C:4]2[CH:13]=[C:12]([C:14]([O:16][CH3:17])=[O:15])[C:11]3[C:6](=[CH:7][CH:8]=[CH:9][CH:10]=3)[N:5]=2)=[O:3])[CH2:32][CH2:33][C:34]([O:36][C:37]([CH3:40])([CH3:39])[CH3:38])=[O:35])=[O:30])[CH2:27][CH2:28]1)=[O:22])[CH3:19]. (5) Given the reactants [CH:1]([C:3]1[CH:12]=[CH:11][C:6]([C:7]([O:9][CH3:10])=[O:8])=[CH:5][C:4]=1[N+]([O-])=O)=O.C([O-])([O-])=O.[K+].[K+].[C:22]([O:26][CH3:27])(=[O:25])[CH2:23][SH:24], predict the reaction product. The product is: [CH3:27][O:26][C:22]([C:23]1[S:24][C:4]2[CH:5]=[C:6]([C:7]([O:9][CH3:10])=[O:8])[CH:11]=[CH:12][C:3]=2[CH:1]=1)=[O:25]. (6) Given the reactants Cl.[CH3:2][O:3][C:4]1[CH:13]=[C:12]2[C:7]([CH:8]=[C:9]([C:14]([O:16]CC)=[O:15])[CH:10]=[N:11]2)=[CH:6][CH:5]=1.[OH-].[Na+], predict the reaction product. The product is: [CH3:2][O:3][C:4]1[CH:13]=[C:12]2[C:7]([CH:8]=[C:9]([C:14]([OH:16])=[O:15])[CH:10]=[N:11]2)=[CH:6][CH:5]=1. (7) Given the reactants [CH3:1][C:2]1[CH:9]=[CH:8][C:5]([CH2:6]Br)=[CH:4][CH:3]=1.[F:10]/[C:11](/[C:27]1[CH:31]=[C:30]([CH3:32])[NH:29][N:28]=1)=[CH:12]\[C:13]1[CH:14]=[CH:15][C:16]([N:19]2[CH2:24][CH:23]([CH3:25])[O:22][CH:21]([CH3:26])[CH2:20]2)=[N:17][CH:18]=1.CC(C)([O-])C.[K+], predict the reaction product. The product is: [F:10]/[C:11](/[C:27]1[CH:31]=[C:30]([CH3:32])[N:29]([CH2:6][C:5]2[CH:8]=[CH:9][C:2]([CH3:1])=[CH:3][CH:4]=2)[N:28]=1)=[CH:12]\[C:13]1[CH:14]=[CH:15][C:16]([N:19]2[CH2:24][CH:23]([CH3:25])[O:22][CH:21]([CH3:26])[CH2:20]2)=[N:17][CH:18]=1.